Task: Predict which catalyst facilitates the given reaction.. Dataset: Catalyst prediction with 721,799 reactions and 888 catalyst types from USPTO (1) Reactant: [O:1]=[C:2]1[C:7]([CH2:8][C:9]2[CH:14]=[CH:13][C:12]([C:15]3[C:16]([C:21]#[N:22])=[CH:17][CH:18]=[CH:19][CH:20]=3)=[CH:11][CH:10]=2)=[C:6]([CH2:23][CH2:24][CH3:25])[N:5]2[N:26]=[CH:27][N:28]=[C:4]2[NH:3]1.[CH2:29]([CH:31]1[CH2:33][O:32]1)[CH3:30].C(=O)([O-])[O-].[K+].[K+].CN(C)C(=O)C. Product: [OH:32][CH:31]([CH2:29][CH3:30])[CH2:33][N:3]1[C:2](=[O:1])[C:7]([CH2:8][C:9]2[CH:10]=[CH:11][C:12]([C:15]3[C:16]([C:21]#[N:22])=[CH:17][CH:18]=[CH:19][CH:20]=3)=[CH:13][CH:14]=2)=[C:6]([CH2:23][CH2:24][CH3:25])[N:5]2[N:26]=[CH:27][N:28]=[C:4]12. The catalyst class is: 13. (2) Reactant: [Br:1][C:2]1[CH:3]=[CH:4][C:5]([Cl:20])=[C:6]([C:8]([C:10]2[CH:15]=[CH:14][C:13]([O:16][CH3:17])=[C:12]([F:18])[C:11]=2[F:19])=O)[CH:7]=1.B(F)(F)F.CCOCC.C(OCC)(=O)C.C(=O)(O)[O-]. Product: [Br:1][C:2]1[CH:3]=[CH:4][C:5]([Cl:20])=[C:6]([CH2:8][C:10]2[CH:15]=[CH:14][C:13]([O:16][CH3:17])=[C:12]([F:18])[C:11]=2[F:19])[CH:7]=1. The catalyst class is: 10. (3) Reactant: Br[C:2]1[CH:10]=[C:9]([F:11])[CH:8]=[CH:7][C:3]=1[C:4]([OH:6])=[O:5].Cl[Mg]C.C([Li])CCC.[CH3:20][S:21]SC. Product: [F:11][C:9]1[CH:8]=[CH:7][C:3]([C:4]([OH:6])=[O:5])=[C:2]([S:21][CH3:20])[CH:10]=1. The catalyst class is: 1. (4) Reactant: [O:1]=[C:2]1[C:10]2[C:5](=[CH:6][CH:7]=[C:8]([CH2:11][N:12]3[CH2:17][CH2:16][N:15](C(OC(C)(C)C)=O)[CH2:14][CH2:13]3)[CH:9]=2)[CH2:4][CH2:3]1.C([O-])([O-])=O.[K+].[K+]. Product: [N:12]1([CH2:11][C:8]2[CH:9]=[C:10]3[C:5]([CH2:4][CH2:3][C:2]3=[O:1])=[CH:6][CH:7]=2)[CH2:17][CH2:16][NH:15][CH2:14][CH2:13]1. The catalyst class is: 33. (5) Reactant: [Cl:1][C:2]1[CH:7]=[CH:6][C:5]([S:8](Cl)(=[O:10])=[O:9])=[C:4]([F:12])[CH:3]=1.S([O-])([O-])=O.[Na+].[Na+].[C:19](=O)(O)[O-].[Na+].IC. Product: [Cl:1][C:2]1[CH:7]=[CH:6][C:5]([S:8]([CH3:19])(=[O:10])=[O:9])=[C:4]([F:12])[CH:3]=1. The catalyst class is: 689. (6) Reactant: [CH3:1][C:2]1([CH3:33])[S:7][CH2:6][CH2:5][N:4]([S:8]([C:11]2[CH:16]=[CH:15][C:14]([O:17][CH2:18][C:19]#[C:20][CH2:21][CH2:22][O:23][CH:24]3[CH2:29][CH2:28][CH2:27][CH2:26][O:25]3)=[CH:13][CH:12]=2)(=[O:10])=[O:9])[CH:3]1[C:30](O)=[O:31].[OH:34][N:35]1C2C=CC=CC=2N=N1.Cl.CN(C)CCCN=C=NCC.NO. The catalyst class is: 39. Product: [OH:34][NH:35][C:30]([CH:3]1[C:2]([CH3:33])([CH3:1])[S:7][CH2:6][CH2:5][N:4]1[S:8]([C:11]1[CH:16]=[CH:15][C:14]([O:17][CH2:18][C:19]#[C:20][CH2:21][CH2:22][O:23][CH:24]2[CH2:29][CH2:28][CH2:27][CH2:26][O:25]2)=[CH:13][CH:12]=1)(=[O:10])=[O:9])=[O:31]. (7) Reactant: [F:1][C:2]1[CH:3]=[C:4]([CH:8]2[CH2:13][CH2:12][NH:11][CH2:10][CH:9]2[CH2:14][N:15]([C@@H:23]([C:25]2[C:34]3[C:29](=[CH:30][CH:31]=[CH:32][CH:33]=3)[CH:28]=[CH:27][CH:26]=2)[CH3:24])[C:16](=[O:22])[O:17][C:18]([CH3:21])([CH3:20])[CH3:19])[CH:5]=[CH:6][CH:7]=1.C(N(CC)CC)C.Cl[C:43]([O:45][C:46]1[CH:55]=[CH:54][C:49]([C:50]([O:52]C)=[O:51])=[CH:48][CH:47]=1)=[O:44]. Product: [C:18]([O:17][C:16]([N:15]([CH2:14][CH:9]1[CH:8]([C:4]2[CH:5]=[CH:6][CH:7]=[C:2]([F:1])[CH:3]=2)[CH2:13][CH2:12][N:11]([C:43]([O:45][C:46]2[CH:55]=[CH:54][C:49]([C:50]([OH:52])=[O:51])=[CH:48][CH:47]=2)=[O:44])[CH2:10]1)[C@@H:23]([C:25]1[C:34]2[C:29](=[CH:30][CH:31]=[CH:32][CH:33]=2)[CH:28]=[CH:27][CH:26]=1)[CH3:24])=[O:22])([CH3:19])([CH3:21])[CH3:20]. The catalyst class is: 1. (8) Reactant: [CH3:1][O:2][C:3]([C:5]1[CH:6]=[C:7]2[CH:13]=[C:12]([C:14]([C:21]3[CH:26]=[CH:25][C:24]([C:27]([CH3:36])([O:29][CH:30]4[CH2:35][CH2:34][CH2:33][CH2:32][O:31]4)[CH3:28])=[C:23]([F:37])[CH:22]=3)=[CH:15][CH:16]3[CH2:20][CH2:19][CH2:18][CH2:17]3)[N:11](S(C3C=CC=CC=3)(=O)=O)[C:8]2=[N:9][CH:10]=1)=[O:4].[F-].C([N+](CCCC)(CCCC)CCCC)CCC. Product: [CH3:1][O:2][C:3]([C:5]1[CH:6]=[C:7]2[CH:13]=[C:12]([C:14]([C:21]3[CH:26]=[CH:25][C:24]([C:27]([CH3:28])([O:29][CH:30]4[CH2:35][CH2:34][CH2:33][CH2:32][O:31]4)[CH3:36])=[C:23]([F:37])[CH:22]=3)=[CH:15][CH:16]3[CH2:17][CH2:18][CH2:19][CH2:20]3)[NH:11][C:8]2=[N:9][CH:10]=1)=[O:4]. The catalyst class is: 54. (9) Reactant: [N+:1]([C:4]1[CH:12]=[C:11]2[C:7]([CH:8]=[CH:9][NH:10]2)=[CH:6][CH:5]=1)([O-])=O.[CH2:13](Br)[CH3:14]. Product: [CH2:13]([C:8]1[C:7]2[C:11](=[CH:12][C:4]([NH2:1])=[CH:5][CH:6]=2)[NH:10][CH:9]=1)[CH3:14]. The catalyst class is: 23.